Dataset: Forward reaction prediction with 1.9M reactions from USPTO patents (1976-2016). Task: Predict the product of the given reaction. (1) Given the reactants Cl.Cl[CH2:3][C:4]1[N:9]2[CH:10]=[CH:11][N:12]=[C:8]2[CH:7]=[CH:6][CH:5]=1.[NH2:13][CH2:14][CH2:15][CH2:16][CH2:17][NH2:18].C(N(CC)CC)C.C1C=CC(N([S:33]([C:36]([F:39])([F:38])[F:37])(=[O:35])=[O:34])[S:33]([C:36]([F:39])([F:38])[F:37])(=[O:35])=[O:34])=CC=1, predict the reaction product. The product is: [F:37][C:36]([F:39])([F:38])[S:33]([NH:13][CH2:14][CH2:15][CH2:16][CH2:17][NH:18][CH2:3][C:4]1[N:9]2[CH:10]=[CH:11][N:12]=[C:8]2[CH:7]=[CH:6][CH:5]=1)(=[O:35])=[O:34]. (2) Given the reactants [NH:1]1[C:9]2[C:4](=[C:5]([CH2:10][C:11]([NH:13][C:14]3[S:15][C:16]([C:20]([NH:22][C@@H:23]([CH2:27][NH:28][C:29]([C:31]4[S:32][CH:33]=[CH:34][CH:35]=4)=[O:30])[C:24]([OH:26])=[O:25])=[O:21])=[C:17]([CH3:19])[N:18]=3)=[O:12])[CH:6]=[CH:7][CH:8]=2)[CH:3]=[N:2]1.[CH3:36][C:37]([CH3:42])([CH3:41])[CH2:38][CH2:39]O.O.C1(C)C=CC(S(O)(=O)=O)=CC=1, predict the reaction product. The product is: [CH3:36][C:37]([CH3:42])([CH3:41])[CH2:38][CH2:39][O:25][C:24](=[O:26])[C@@H:23]([NH:22][C:20]([C:16]1[S:15][C:14]([NH:13][C:11](=[O:12])[CH2:10][C:5]2[CH:6]=[CH:7][CH:8]=[C:9]3[C:4]=2[CH:3]=[N:2][NH:1]3)=[N:18][C:17]=1[CH3:19])=[O:21])[CH2:27][NH:28][C:29]([C:31]1[S:32][CH:33]=[CH:34][CH:35]=1)=[O:30]. (3) Given the reactants ClC1C=CC=CC=1C1C(O)=CC=CC=1Cl.[Cl:16][C:17]1[C:22]([C:23]2[CH:28]=[CH:27][CH:26]=[CH:25][C:24]=2[CH3:29])=[C:21]([O:30]C)[CH:20]=[CH:19][CH:18]=1, predict the reaction product. The product is: [Cl:16][C:17]1[CH:18]=[CH:19][CH:20]=[C:21]([OH:30])[C:22]=1[C:23]1[CH:28]=[CH:27][CH:26]=[CH:25][C:24]=1[CH3:29]. (4) Given the reactants [NH2:1][CH:2]([C:6]1[CH:11]=[CH:10][CH:9]=[CH:8][CH:7]=1)[C:3](O)=O.C[O:13][C:14](=O)[CH:15]([NH2:20])[CH2:16][CH:17]1[CH2:19][CH2:18]1.C([C@@H]1NC[C@H](CC(C)C)NC1=O)C(C)C, predict the reaction product. The product is: [CH:17]1([CH2:16][C@@H:15]2[NH:20][CH2:3][C@H:2]([C:6]3[CH:11]=[CH:10][CH:9]=[CH:8][CH:7]=3)[NH:1][C:14]2=[O:13])[CH2:19][CH2:18]1. (5) Given the reactants [F:1][C:2]([F:50])([F:49])[C:3]1[CH:4]=[C:5]([CH:42]=[C:43]([C:45]([F:48])([F:47])[F:46])[CH:44]=1)[CH2:6][N:7]([CH2:14][C:15]1[C:16]([N:27]2[CH2:31][CH2:30][CH2:29][C@@H:28]2[C@H:32]2[CH2:37][CH2:36][C@H:35]([CH2:38][C:39](O)=[O:40])[CH2:34][CH2:33]2)=[N:17][C:18]2[C:23]([CH:24]=1)=[CH:22][C:21]([F:25])=[C:20]([F:26])[CH:19]=2)[C:8]1[N:9]=[N:10][N:11]([CH3:13])[N:12]=1.[NH4+].[Cl-].Cl.C([N:56]=C=NCCCN(C)C)C.ON1C2N=CC=CC=2N=N1, predict the reaction product. The product is: [F:48][C:45]([F:47])([F:46])[C:43]1[CH:42]=[C:5]([CH:4]=[C:3]([C:2]([F:50])([F:49])[F:1])[CH:44]=1)[CH2:6][N:7]([CH2:14][C:15]1[C:16]([N:27]2[CH2:31][CH2:30][CH2:29][C@@H:28]2[C@H:32]2[CH2:37][CH2:36][C@H:35]([CH2:38][C:39]([NH2:56])=[O:40])[CH2:34][CH2:33]2)=[N:17][C:18]2[C:23]([CH:24]=1)=[CH:22][C:21]([F:25])=[C:20]([F:26])[CH:19]=2)[C:8]1[N:9]=[N:10][N:11]([CH3:13])[N:12]=1. (6) Given the reactants C(OC([N:8]1[CH2:13][CH2:12][N:11]([C:14]2[N:15]=[N:16][CH:17]=[C:18]([C:20]([F:23])([F:22])[F:21])[CH:19]=2)[CH2:10][CH2:9]1)=O)(C)(C)C.FC(F)(F)C(O)=O, predict the reaction product. The product is: [N:11]1([C:14]2[N:15]=[N:16][CH:17]=[C:18]([C:20]([F:23])([F:21])[F:22])[CH:19]=2)[CH2:12][CH2:13][NH:8][CH2:9][CH2:10]1. (7) Given the reactants C(OC([NH:8][C@@H:9]([CH3:12])[CH2:10][OH:11])=O)(C)(C)C.[NH2:13][C:14]1[C:15]([OH:25])=[C:16]([S:21]([OH:24])(=[O:23])=[O:22])[CH:17]=[C:18]([Cl:20])[CH:19]=1.Cl[C:27](Cl)([O:29]C(=O)OC(Cl)(Cl)Cl)Cl.N1C=CC=CC=1, predict the reaction product. The product is: [NH2:8][C@@H:9]([CH3:12])[CH2:10][O:11][C:27]([NH:13][C:14]1[C:15]([OH:25])=[C:16]([S:21]([OH:24])(=[O:23])=[O:22])[CH:17]=[C:18]([Cl:20])[CH:19]=1)=[O:29].